This data is from Merck oncology drug combination screen with 23,052 pairs across 39 cell lines. The task is: Regression. Given two drug SMILES strings and cell line genomic features, predict the synergy score measuring deviation from expected non-interaction effect. (1) Drug 1: COc1cccc2c1C(=O)c1c(O)c3c(c(O)c1C2=O)CC(O)(C(=O)CO)CC3OC1CC(N)C(O)C(C)O1. Drug 2: CCN(CC)CCNC(=O)c1c(C)[nH]c(C=C2C(=O)Nc3ccc(F)cc32)c1C. Cell line: PA1. Synergy scores: synergy=-7.11. (2) Drug 1: CCC1(O)CC2CN(CCc3c([nH]c4ccccc34)C(C(=O)OC)(c3cc4c(cc3OC)N(C)C3C(O)(C(=O)OC)C(OC(C)=O)C5(CC)C=CCN6CCC43C65)C2)C1. Drug 2: O=C(O)C1(Cc2cccc(Nc3nccs3)n2)CCC(Oc2cccc(Cl)c2F)CC1. Cell line: NCIH23. Synergy scores: synergy=1.75. (3) Drug 1: CN(C)C(=N)N=C(N)N. Drug 2: NC1(c2ccc(-c3nc4ccn5c(=O)[nH]nc5c4cc3-c3ccccc3)cc2)CCC1. Cell line: ES2. Synergy scores: synergy=2.63. (4) Drug 1: N.N.O=C(O)C1(C(=O)O)CCC1.[Pt]. Drug 2: CNC(=O)c1cc(Oc2ccc(NC(=O)Nc3ccc(Cl)c(C(F)(F)F)c3)cc2)ccn1. Cell line: A2058. Synergy scores: synergy=-33.3. (5) Drug 1: O=C(CCCCCCC(=O)Nc1ccccc1)NO. Drug 2: NC1(c2ccc(-c3nc4ccn5c(=O)[nH]nc5c4cc3-c3ccccc3)cc2)CCC1. Cell line: OVCAR3. Synergy scores: synergy=13.2. (6) Cell line: SKOV3. Drug 2: CC1(c2nc3c(C(N)=O)cccc3[nH]2)CCCN1. Synergy scores: synergy=25.6. Drug 1: O=C(CCCCCCC(=O)Nc1ccccc1)NO.